From a dataset of Reaction yield outcomes from USPTO patents with 853,638 reactions. Predict the reaction yield, written as a fraction of the theoretical maximum amount of product (1.0 means a 100% yield; for example, 0.34 means a 34% yield). (1) The reactants are C(=O)([O-])[O-].[K+].[K+].C([O:10][C@H:11]([C:13]1[O:17][N:16]=[C:15]([C:18]2[CH:30]=[CH:29][C:21]([C:22]([O:24][C:25]([CH3:28])([CH3:27])[CH3:26])=[O:23])=[C:20]([F:31])[CH:19]=2)[N:14]=1)[CH3:12])(=O)C.Cl. The catalyst is CO. The product is [F:31][C:20]1[CH:19]=[C:18]([C:15]2[N:14]=[C:13]([C@@H:11]([OH:10])[CH3:12])[O:17][N:16]=2)[CH:30]=[CH:29][C:21]=1[C:22]([O:24][C:25]([CH3:28])([CH3:27])[CH3:26])=[O:23]. The yield is 0.930. (2) The reactants are [NH2:1][C:2]1[CH:29]=[CH:28][C:5]([O:6][C:7]2[CH:8]=[C:9]([NH:14][C:15](=[O:27])[C:16]3[CH:21]=[CH:20][CH:19]=[C:18]([C:22]4([C:25]#[N:26])[CH2:24][CH2:23]4)[CH:17]=3)[CH:10]=[CH:11][C:12]=2[CH3:13])=[CH:4][CH:3]=1.[S-:30][C:31]#[N:32].[K+].BrBr. No catalyst specified. The product is [NH2:32][C:31]1[S:30][C:3]2[CH:4]=[C:5]([O:6][C:7]3[CH:8]=[C:9]([NH:14][C:15](=[O:27])[C:16]4[CH:21]=[CH:20][CH:19]=[C:18]([C:22]5([C:25]#[N:26])[CH2:24][CH2:23]5)[CH:17]=4)[CH:10]=[CH:11][C:12]=3[CH3:13])[CH:28]=[CH:29][C:2]=2[N:1]=1. The yield is 0.200. (3) The reactants are C(OC([N:8]1[CH2:13][CH2:12][CH:11]([O:14][CH2:15][C:16]2[C:17]([C:24]3[C:29]([Cl:30])=[CH:28][CH:27]=[CH:26][C:25]=3[Cl:31])=[N:18][O:19][C:20]=2[CH:21]2[CH2:23][CH2:22]2)[CH2:10][CH2:9]1)=O)(C)(C)C.FC(F)(F)C(O)=O. The catalyst is ClCCl. The product is [CH:21]1([C:20]2[O:19][N:18]=[C:17]([C:24]3[C:25]([Cl:31])=[CH:26][CH:27]=[CH:28][C:29]=3[Cl:30])[C:16]=2[CH2:15][O:14][CH:11]2[CH2:12][CH2:13][NH:8][CH2:9][CH2:10]2)[CH2:22][CH2:23]1. The yield is 0.930.